This data is from Full USPTO retrosynthesis dataset with 1.9M reactions from patents (1976-2016). The task is: Predict the reactants needed to synthesize the given product. The reactants are: [Br:1][C:2]1[N:14]=[C:5]2[CH:6]=[CH:7][CH:8]=[C:9]([C:10]([O:12]C)=[O:11])[N:4]2[N:3]=1.[OH-].[Li+]. Given the product [Br:1][C:2]1[N:14]=[C:5]2[CH:6]=[CH:7][CH:8]=[C:9]([C:10]([OH:12])=[O:11])[N:4]2[N:3]=1, predict the reactants needed to synthesize it.